Dataset: Reaction yield outcomes from USPTO patents with 853,638 reactions. Task: Predict the reaction yield, written as a fraction of the theoretical maximum amount of product (1.0 means a 100% yield; for example, 0.34 means a 34% yield). The reactants are [CH3:1][O:2][CH2:3][C:4]1[CH:5]=[C:6]([N+:10]([O-])=O)[CH:7]=[CH:8][CH:9]=1. The catalyst is C(O)(=O)C.[Zn]. The product is [CH3:1][O:2][CH2:3][C:4]1[CH:5]=[C:6]([CH:7]=[CH:8][CH:9]=1)[NH2:10]. The yield is 0.990.